From a dataset of NCI-60 drug combinations with 297,098 pairs across 59 cell lines. Regression. Given two drug SMILES strings and cell line genomic features, predict the synergy score measuring deviation from expected non-interaction effect. (1) Drug 1: CC(CN1CC(=O)NC(=O)C1)N2CC(=O)NC(=O)C2. Drug 2: B(C(CC(C)C)NC(=O)C(CC1=CC=CC=C1)NC(=O)C2=NC=CN=C2)(O)O. Cell line: K-562. Synergy scores: CSS=31.0, Synergy_ZIP=-2.31, Synergy_Bliss=0.776, Synergy_Loewe=1.95, Synergy_HSA=0.657. (2) Drug 1: C1=CN(C(=O)N=C1N)C2C(C(C(O2)CO)O)O.Cl. Drug 2: CCC1=C2CN3C(=CC4=C(C3=O)COC(=O)C4(CC)O)C2=NC5=C1C=C(C=C5)O. Cell line: PC-3. Synergy scores: CSS=18.6, Synergy_ZIP=-6.10, Synergy_Bliss=-2.79, Synergy_Loewe=-11.8, Synergy_HSA=0.464. (3) Drug 1: COC1=C(C=C2C(=C1)N=CN=C2NC3=CC(=C(C=C3)F)Cl)OCCCN4CCOCC4. Drug 2: C1=CC(=CC=C1CCCC(=O)O)N(CCCl)CCCl. Cell line: HCT116. Synergy scores: CSS=43.3, Synergy_ZIP=-4.66, Synergy_Bliss=-1.81, Synergy_Loewe=-1.61, Synergy_HSA=0.378.